This data is from Forward reaction prediction with 1.9M reactions from USPTO patents (1976-2016). The task is: Predict the product of the given reaction. (1) Given the reactants [CH3:1][N:2]([CH3:27])[S:3]([CH2:6][CH2:7][CH2:8][NH:9][CH2:10][C:11]1[S:19][C:18]2[C:17]([N:20]3[CH2:25][CH2:24][O:23][CH2:22][CH2:21]3)=[N:16][C:15](Cl)=[N:14][C:13]=2[CH:12]=1)(=[O:5])=[O:4].CC1(C)C(C)(C)OB([C:36]2[CH:44]=[CH:43][CH:42]=[C:41]3[C:37]=2[CH:38]=[N:39][NH:40]3)O1, predict the reaction product. The product is: [NH:40]1[C:41]2[C:37](=[C:36]([C:15]3[N:16]=[C:17]([N:20]4[CH2:25][CH2:24][O:23][CH2:22][CH2:21]4)[C:18]4[S:19][C:11]([CH2:10][NH:9][CH2:8][CH2:7][CH2:6][S:3]([N:2]([CH3:27])[CH3:1])(=[O:5])=[O:4])=[CH:12][C:13]=4[N:14]=3)[CH:44]=[CH:43][CH:42]=2)[CH:38]=[N:39]1. (2) Given the reactants [OH:1][C:2]1[CH:7]=[CH:6][CH:5]=[CH:4][C:3]=1[CH2:8][CH2:9][NH:10][S:11]([C:14]1[CH:19]=[CH:18][C:17]([CH3:20])=[CH:16][CH:15]=1)(=[O:13])=[O:12].[N:21]1([CH2:27][CH2:28]O)[CH2:26][CH2:25][CH2:24][CH2:23][CH2:22]1.FC1C=CC(OC2C=CC(S(N3CCC4C(=CC=C(OCCCN5CCN(C)CC5)C=4)C3C(OC)=O)(=O)=O)=CC=2)=CC=1, predict the reaction product. The product is: [CH3:20][C:17]1[CH:16]=[CH:15][C:14]([S:11]([NH:10][CH2:9][CH2:8][C:3]2[CH:4]=[CH:5][CH:6]=[CH:7][C:2]=2[O:1][CH2:28][CH2:27][N:21]2[CH2:26][CH2:25][CH2:24][CH2:23][CH2:22]2)(=[O:13])=[O:12])=[CH:19][CH:18]=1. (3) Given the reactants C(=O)([O-])[O-:2].[K+].[K+].[O:7]1[C:11]2[CH:12]=[CH:13][C:14]([C:16]3[NH:17][C:18]4[N:19]([N:23]=[CH:24][C:25]=4[C:26]#[N:27])[C:20](=[O:22])[CH:21]=3)=[CH:15][C:10]=2[CH:9]=[CH:8]1.OO, predict the reaction product. The product is: [O:7]1[C:11]2[CH:12]=[CH:13][C:14]([C:16]3[NH:17][C:18]4[N:19]([N:23]=[CH:24][C:25]=4[C:26]([NH2:27])=[O:2])[C:20](=[O:22])[CH:21]=3)=[CH:15][C:10]=2[CH:9]=[CH:8]1. (4) Given the reactants Br[C:2]1[S:6][C:5]([CH2:7][NH:8][C:9](=[O:15])[O:10][C:11]([CH3:14])([CH3:13])[CH3:12])=[N:4][N:3]=1.[Cl:16][CH:17]([Cl:36])[C:18]([NH:20][C@H:21]([CH2:34][F:35])[C@H:22]([OH:33])[C:23]1[CH:28]=[CH:27][C:26]([Sn](C)(C)C)=[CH:25][CH:24]=1)=[O:19].[F-].[Cs+], predict the reaction product. The product is: [Cl:16][CH:17]([Cl:36])[C:18]([NH:20][C@H:21]([CH2:34][F:35])[C@@H:22]([C:23]1[CH:24]=[CH:25][C:26]([C:2]2[S:6][C:5]([CH2:7][NH:8][C:9](=[O:15])[O:10][C:11]([CH3:14])([CH3:13])[CH3:12])=[N:4][N:3]=2)=[CH:27][CH:28]=1)[OH:33])=[O:19]. (5) Given the reactants [Cl:1][C:2]1[CH:3]=[C:4]([CH:14]=[CH:15][C:16]=1[Cl:17])[CH2:5][CH2:6][NH:7][C:8](=[O:13])[C:9]([F:12])([F:11])[F:10].C=O.OS(O)(=O)=O, predict the reaction product. The product is: [Cl:1][C:2]1[CH:3]=[C:4]2[C:14](=[CH:15][C:16]=1[Cl:17])[CH:8]=[N:7][CH2:6][CH2:5]2.[C:8]([NH2:7])([C:9]([F:12])([F:11])[F:10])=[O:13].[Cl:17][C:16]1[C:2]([Cl:1])=[C:3]2[C:4]([CH2:5][CH2:6][N:7]=[CH:8]2)=[CH:14][CH:15]=1.[C:8]([NH2:7])([C:9]([F:12])([F:11])[F:10])=[O:13]. (6) Given the reactants [S:1](Cl)([C:4]1[CH:10]=[CH:9][C:7]([CH3:8])=[CH:6][CH:5]=1)(=[O:3])=[O:2].[OH:12][CH:13]([CH2:16][N:17]=[N+:18]=[N-:19])[CH2:14]O.C(N(CC)CC)C, predict the reaction product. The product is: [OH:12][CH:13]([CH2:16][N:17]=[N+:18]=[N-:19])[CH3:14].[S:1]([C:4]1[CH:10]=[CH:9][C:7]([CH3:8])=[CH:6][CH:5]=1)([O-:12])(=[O:3])=[O:2]. (7) Given the reactants [NH2:1][C:2]1[N:3]=[C:4]([C:20]2[CH:21]=[C:22]([O:26][C:27]3[N:32]=[CH:31][C:30]([NH:33]C(=O)OC(C)(C)C)=[CH:29][CH:28]=3)[CH:23]=[N:24][CH:25]=2)[CH:5]=[C:6]2[C:11]=1[CH:10]=[N:9][C:8]1[CH:12]=[C:13]([O:18][CH3:19])[C:14]([O:16][CH3:17])=[CH:15][C:7]2=1, predict the reaction product. The product is: [NH2:33][C:30]1[CH:29]=[CH:28][C:27]([O:26][C:22]2[CH:21]=[C:20]([C:4]3[CH:5]=[C:6]4[C:11](=[C:2]([NH2:1])[N:3]=3)[CH:10]=[N:9][C:8]3[CH:12]=[C:13]([O:18][CH3:19])[C:14]([O:16][CH3:17])=[CH:15][C:7]4=3)[CH:25]=[N:24][CH:23]=2)=[N:32][CH:31]=1.